Dataset: Reaction yield outcomes from USPTO patents with 853,638 reactions. Task: Predict the reaction yield, written as a fraction of the theoretical maximum amount of product (1.0 means a 100% yield; for example, 0.34 means a 34% yield). The reactants are [Cl:1][C:2]1[CH:7]=[CH:6][C:5]([C:8]([CH3:13])([CH3:12])C(Cl)=O)=[CH:4][CH:3]=1.[N-:14]=[N+]=[N-].[Na+].C[C:19](C)=[O:20]. The catalyst is O. The product is [Cl:1][C:2]1[CH:3]=[CH:4][C:5]([C:8]([N:14]=[C:19]=[O:20])([CH3:12])[CH3:13])=[CH:6][CH:7]=1. The yield is 0.960.